This data is from Reaction yield outcomes from USPTO patents with 853,638 reactions. The task is: Predict the reaction yield, written as a fraction of the theoretical maximum amount of product (1.0 means a 100% yield; for example, 0.34 means a 34% yield). (1) The reactants are [C:1]([O:5][C:6](=[O:29])[NH:7][C:8]([CH3:28])([CH2:25][CH2:26][CH3:27])[CH2:9][NH:10][C:11]([C:13]1[C:14]([CH3:24])=[N:15][N:16]2[C:21]([OH:22])=[CH:20][C:19]([CH3:23])=[CH:18][C:17]=12)=[O:12])([CH3:4])([CH3:3])[CH3:2].C(=O)([O-])[O-].[Cs+].[Cs+].Br[CH2:37][C:38]1[C:43]([F:44])=[CH:42][CH:41]=[CH:40][N:39]=1. The catalyst is CN(C=O)C. The product is [C:1]([O:5][C:6](=[O:29])[NH:7][C:8]([CH3:28])([CH2:25][CH2:26][CH3:27])[CH2:9][NH:10][C:11]([C:13]1[C:14]([CH3:24])=[N:15][N:16]2[C:21]([O:22][CH2:37][C:38]3[C:43]([F:44])=[CH:42][CH:41]=[CH:40][N:39]=3)=[CH:20][C:19]([CH3:23])=[CH:18][C:17]=12)=[O:12])([CH3:4])([CH3:3])[CH3:2]. The yield is 0.330. (2) The reactants are Br[C:2]1[CH:3]=[N:4][C:5]([N:8]2[CH2:13][CH2:12][O:11][C@H:10]([CH2:14][N:15]3[C:19]4=[N:20][C:21]([C:24]5[CH:25]=[C:26]([CH:29]=[CH:30][CH:31]=5)[C:27]#[N:28])=[CH:22][N:23]=[C:18]4[N:17]=[N:16]3)[CH2:9]2)=[N:6][CH:7]=1.[CH3:32][N:33]1[CH2:38][CH2:37][N:36]([CH2:39][C:40]2[CH:45]=[CH:44][C:43](B3OC(C)(C)C(C)(C)O3)=[CH:42][CH:41]=2)[CH2:35][CH2:34]1.C([O-])([O-])=O.[Cs+].[Cs+]. The catalyst is O1CCOCC1.O.C1C=CC(P(C2C=CC=CC=2)[C-]2C=CC=C2)=CC=1.C1C=CC(P(C2C=CC=CC=2)[C-]2C=CC=C2)=CC=1.Cl[Pd]Cl.[Fe+2]. The yield is 0.410. The product is [CH3:32][N:33]1[CH2:38][CH2:37][N:36]([CH2:39][C:40]2[CH:45]=[CH:44][C:43]([C:2]3[CH:3]=[N:4][C:5]([N:8]4[CH2:13][CH2:12][O:11][C@H:10]([CH2:14][N:15]5[C:19]6=[N:20][C:21]([C:24]7[CH:25]=[C:26]([CH:29]=[CH:30][CH:31]=7)[C:27]#[N:28])=[CH:22][N:23]=[C:18]6[N:17]=[N:16]5)[CH2:9]4)=[N:6][CH:7]=3)=[CH:42][CH:41]=2)[CH2:35][CH2:34]1. (3) The reactants are [NH2:1][C:2]1[N:3]=[CH:4][C:5]([C:9]([O:11][CH3:12])=[O:10])=[N:6][C:7]=1[Br:8].Br[CH2:14][C:15](=O)[CH3:16]. The catalyst is S1(CCCC1)(=O)=O.COCCOC. The product is [Br:8][C:7]1[C:2]2[N:3]([CH:14]=[C:15]([CH3:16])[N:1]=2)[CH:4]=[C:5]([C:9]([O:11][CH3:12])=[O:10])[N:6]=1. The yield is 0.240. (4) The reactants are C1C=CC=CC=1.[CH3:7][O:8][N:9]=[C:10]([C:13]1[CH:18]=[CH:17][CH:16]=[CH:15][C:14]=1[CH3:19])[C:11]#[N:12].[Br:20]N1C(=O)CCC1=O.N(C(C)(C)C#N)=NC(C)(C)C#N. The catalyst is CCCCCC. The product is [Br:20][CH2:19][C:14]1[CH:15]=[CH:16][CH:17]=[CH:18][C:13]=1[C:10](=[N:9][O:8][CH3:7])[C:11]#[N:12]. The yield is 0.760. (5) The reactants are [CH3:1][O:2][CH:3]([O:9][CH3:10])/[CH:4]=[CH:5]/[N+:6]([O-:8])=[O:7].[CH2:11]([SH:18])[C:12]1[CH:17]=[CH:16][CH:15]=[CH:14][CH:13]=1.N1CCCCC1.O. The catalyst is C1(C)C=CC=CC=1. The product is [CH3:1][O:2][CH:3]([O:9][CH3:10])[CH:4]([S:18][CH2:11][C:12]1[CH:17]=[CH:16][CH:15]=[CH:14][CH:13]=1)[CH2:5][N+:6]([O-:8])=[O:7]. The yield is 0.860. (6) The catalyst is C1(C)C=CC=CC=1.O.CC([O-])=O.CC([O-])=O.[Pd+2]. The yield is 0.870. The product is [Cl:12][C:5]1[N:4]=[CH:3][C:2]([CH3:21])=[CH:11][C:6]=1[C:7]([O:9][CH3:10])=[O:8]. The reactants are Br[C:2]1[CH:3]=[N:4][C:5]([Cl:12])=[C:6]([CH:11]=1)[C:7]([O:9][CH3:10])=[O:8].[O-]P([O-])([O-])=O.[K+].[K+].[K+].[CH3:21]B(O)O.C1(P(C2CCCCC2)C2CCCCC2)CCCCC1. (7) The reactants are [Na].[CH2:2]([O:4][C:5](=[O:9])[CH2:6][C:7]#[N:8])[CH3:3].Br.Br[CH2:12][C:13]([C:15]1[CH:20]=[CH:19][N:18]=[CH:17][CH:16]=1)=[O:14].CCN(C(C)C)C(C)C. The catalyst is CCO.C1COCC1. The product is [CH2:2]([O:4][C:5](=[O:9])[CH:6]([C:7]#[N:8])[CH2:12][C:13](=[O:14])[C:15]1[CH:20]=[CH:19][N:18]=[CH:17][CH:16]=1)[CH3:3]. The yield is 0.870. (8) The reactants are [CH:1]([N:4]1[C:8]([C:9]2[S:10][C:11]3[CH2:12][CH2:13][O:14][C:15]4[CH:22]=[CH:21][C:20]([C:23]5[C:24](=[O:29])[NH:25][CH:26]=[CH:27][CH:28]=5)=[CH:19][C:16]=4[C:17]=3[N:18]=2)=[N:7][CH:6]=[N:5]1)([CH3:3])[CH3:2].Cl.Cl[CH2:32][CH2:33][N:34]1[CH2:39][CH2:38][O:37][CH2:36][CH2:35]1. No catalyst specified. The product is [CH:1]([N:4]1[C:8]([C:9]2[S:10][C:11]3[CH2:12][CH2:13][O:14][C:15]4[CH:22]=[CH:21][C:20]([C:23]5[C:24](=[O:29])[N:25]([CH2:32][CH2:33][N:34]6[CH2:39][CH2:38][O:37][CH2:36][CH2:35]6)[CH:26]=[CH:27][CH:28]=5)=[CH:19][C:16]=4[C:17]=3[N:18]=2)=[N:7][CH:6]=[N:5]1)([CH3:3])[CH3:2]. The yield is 0.0200. (9) The reactants are Cl.CN(C)CCCN=C=NCC.[C:13]1([CH2:19][O:20][C:21]2[CH:29]=[CH:28][CH:27]=[CH:26][C:22]=2[C:23]([OH:25])=O)[CH:18]=[CH:17][CH:16]=[CH:15][CH:14]=1.ON1C2C=CC=CC=2N=N1.[CH2:40]([CH2:42][NH2:43])[OH:41]. The catalyst is C1COCC1. The product is [OH:41][CH2:40][CH2:42][NH:43][C:23]([C:22]1[CH:26]=[CH:27][CH:28]=[CH:29][C:21]=1[O:20][CH2:19][C:13]1[CH:14]=[CH:15][CH:16]=[CH:17][CH:18]=1)=[O:25]. The yield is 1.00.